Regression/Classification. Given a drug SMILES string, predict its absorption, distribution, metabolism, or excretion properties. Task type varies by dataset: regression for continuous measurements (e.g., permeability, clearance, half-life) or binary classification for categorical outcomes (e.g., BBB penetration, CYP inhibition). Dataset: cyp2c9_veith. From a dataset of CYP2C9 inhibition data for predicting drug metabolism from PubChem BioAssay. The compound is Cc1ccc(S(=O)(=O)CCc2nnc(N)s2)cc1. The result is 0 (non-inhibitor).